Dataset: Catalyst prediction with 721,799 reactions and 888 catalyst types from USPTO. Task: Predict which catalyst facilitates the given reaction. (1) Reactant: [Br:1][C:2]1[CH:3]=[C:4]([OH:9])[C:5]([OH:8])=[N:6][CH:7]=1.C([O-])([O-])=O.[K+].[K+].Br[CH2:17][CH2:18]Br. Product: [Br:1][C:2]1[CH:3]=[C:4]2[O:9][CH2:18][CH2:17][O:8][C:5]2=[N:6][CH:7]=1. The catalyst class is: 3. (2) Reactant: [OH:1][CH2:2][CH:3]=[C:4]1[CH2:9][CH2:8][C@H:7]2[C@H:10]3[C@H:20]([CH2:21][CH2:22][C@:5]12[CH3:6])[C@:18]1([CH3:19])[C:13]([CH2:14][C@@H:15]([OH:23])[CH2:16][CH2:17]1)=[CH:12][CH2:11]3.C([O-])([O-])=[O:25].[K+].[K+].ClC1C=C(C=CC=1)C(OO)=O. Product: [OH:23][C@H:15]1[CH2:16][CH2:17][C@@:18]2([CH3:19])[C:13](=[CH:12][CH2:11][C@@H:10]3[C@@H:20]2[CH2:21][CH2:22][C@@:5]2([CH3:6])[C@H:7]3[CH2:8][CH2:9][C@:4]32[O:25][CH:3]3[CH2:2][OH:1])[CH2:14]1. The catalyst class is: 4. (3) Reactant: [Cl:1][C:2]1[C:7]2[N:8]=[C:9]([CH:14]3[CH2:19][CH2:18][CH2:17][CH2:16][CH2:15]3)[NH:10][S:11](=[O:13])(=[O:12])[C:6]=2[C:5](I)=[CH:4][CH:3]=1.[CH3:21][O:22][C:23]1[CH:28]=[CH:27][CH:26]=[CH:25][C:24]=1B(O)O.C([O-])([O-])=O.[Na+].[Na+]. Product: [Cl:1][C:2]1[C:7]2[N:8]=[C:9]([CH:14]3[CH2:19][CH2:18][CH2:17][CH2:16][CH2:15]3)[NH:10][S:11](=[O:13])(=[O:12])[C:6]=2[C:5]([C:24]2[CH:25]=[CH:26][CH:27]=[CH:28][C:23]=2[O:22][CH3:21])=[CH:4][CH:3]=1. The catalyst class is: 628. (4) Reactant: [F:1][C:2]1[CH:7]=[CH:6][CH:5]=[CH:4][C:3]=1[N:8]1[C:12]([C:13]2[CH:18]=[C:17]([CH2:19][O:20][C@H:21]([CH3:26])[C:22]([F:25])([F:24])[F:23])[CH:16]=[C:15]([F:27])[CH:14]=2)=[CH:11][C:10]([NH2:28])=[N:9]1.[O:29]=[C:30]1[NH:34][CH2:33][C@@H:32]([C:35](O)=[O:36])[CH2:31]1.CCN=C=NCCCN(C)C.Cl.O. Product: [F:1][C:2]1[CH:7]=[CH:6][CH:5]=[CH:4][C:3]=1[N:8]1[C:12]([C:13]2[CH:18]=[C:17]([CH2:19][O:20][C@H:21]([CH3:26])[C:22]([F:23])([F:24])[F:25])[CH:16]=[C:15]([F:27])[CH:14]=2)=[CH:11][C:10]([NH:28][C:35]([C@H:32]2[CH2:31][C:30](=[O:29])[NH:34][CH2:33]2)=[O:36])=[N:9]1. The catalyst class is: 9. (5) Reactant: Cl[C:2]1[C:7]([C:8]([O:10][CH2:11][CH3:12])=[O:9])=[CH:6][N:5]=[C:4]([S:13][CH3:14])[N:3]=1.C([Sn](CCCC)(CCCC)[C:20]([O:22][CH2:23][CH3:24])=[CH2:21])CCC.[F-].[K+]. Product: [CH2:23]([O:22][C:20]([C:2]1[C:7]([C:8]([O:10][CH2:11][CH3:12])=[O:9])=[CH:6][N:5]=[C:4]([S:13][CH3:14])[N:3]=1)=[CH2:21])[CH3:24]. The catalyst class is: 558.